From a dataset of Full USPTO retrosynthesis dataset with 1.9M reactions from patents (1976-2016). Predict the reactants needed to synthesize the given product. (1) Given the product [O:42]1[CH:43]=[CH:44][C:40]([NH:39][S:23]([C:19]2[CH:18]=[C:17]3[C:22](=[CH:21][CH:20]=2)[NH:13][C:14](=[O:38])[CH:15]=[CH:16]3)(=[O:25])=[O:26])=[N:41]1.[F:1][C:2]1[CH:3]=[C:4]([C@H:8]2[CH2:12][CH2:11][C@@H:10]([N:13]3[C:22]4[C:17](=[CH:18][C:19]([S:23]([NH:39][C:40]5[CH:44]=[CH:43][O:42][N:41]=5)(=[O:25])=[O:24])=[CH:20][CH:21]=4)[CH:16]=[CH:15][C:14]3=[O:38])[CH2:9]2)[CH:5]=[CH:6][CH:7]=1.[F:1][C:2]1[CH:3]=[C:4]([C@@H:8]2[CH2:12][CH2:11][C@H:10]([N:13]3[C:22]4[C:17](=[CH:18][C:19]([S:23]([NH:39][C:40]5[CH:44]=[CH:43][O:42][N:41]=5)(=[O:25])=[O:24])=[CH:20][CH:21]=4)[CH:16]=[CH:15][C:14]3=[O:38])[CH2:9]2)[CH:5]=[CH:6][CH:7]=1.[F:1][C:2]1[CH:3]=[C:4]([C@H:8]2[CH2:12][CH2:11][C@H:10]([N:13]3[C:22]4[C:17](=[CH:18][C:19]([S:23]([NH:39][C:40]5[CH:44]=[CH:43][O:42][N:41]=5)(=[O:25])=[O:24])=[CH:20][CH:21]=4)[CH:16]=[CH:15][C:14]3=[O:38])[CH2:9]2)[CH:5]=[CH:6][CH:7]=1, predict the reactants needed to synthesize it. The reactants are: [F:1][C:2]1[CH:3]=[C:4]([CH:8]2[CH2:12][CH2:11][CH:10]([N:13]3[C:22]4[C:17](=[CH:18][C:19]([S:23]([O:26]C5C(F)=C(F)C(F)=C(F)C=5F)(=[O:25])=[O:24])=[CH:20][CH:21]=4)[CH:16]=[CH:15][C:14]3=[O:38])[CH2:9]2)[CH:5]=[CH:6][CH:7]=1.[NH2:39][C:40]1[CH:44]=[CH:43][O:42][N:41]=1.C[Si]([N-][Si](C)(C)C)(C)C.[Li+].Cl. (2) Given the product [Cl:1][C:2]1[N:3]=[CH:4][N:5]=[C:6]([O:8][C:9]2[CH:10]=[CH:11][C:12]([NH:15][C:16]([NH:34][C:31]3[CH:32]=[CH:33][C:28]([CH2:27][CH2:26][N:23]4[CH2:22][CH2:21][N:20]([CH2:18][CH3:19])[CH2:25][CH2:24]4)=[C:29]([C:35]([F:38])([F:37])[F:36])[CH:30]=3)=[O:17])=[CH:13][CH:14]=2)[CH:7]=1, predict the reactants needed to synthesize it. The reactants are: [Cl:1][C:2]1[CH:7]=[C:6]([O:8][C:9]2[CH:14]=[CH:13][C:12]([N:15]=[C:16]=[O:17])=[CH:11][CH:10]=2)[N:5]=[CH:4][N:3]=1.[CH2:18]([N:20]1[CH2:25][CH2:24][N:23]([CH2:26][CH2:27][C:28]2[CH:33]=[CH:32][C:31]([NH2:34])=[CH:30][C:29]=2[C:35]([F:38])([F:37])[F:36])[CH2:22][CH2:21]1)[CH3:19].CCOCC. (3) Given the product [CH3:17][N:16]1[C:3]2[C:2]([N:26]([CH3:27])[CH3:25])=[N:7][C:6]([C:8]3[CH:13]=[CH:12][CH:11]=[CH:10][CH:9]=3)=[N:5][C:4]=2[C:14]([CH3:18])=[N:15]1, predict the reactants needed to synthesize it. The reactants are: Cl[C:2]1[C:3]2[N:16]([CH3:17])[N:15]=[C:14]([CH3:18])[C:4]=2[N:5]=[C:6]([C:8]2[CH:13]=[CH:12][CH:11]=[CH:10][CH:9]=2)[N:7]=1.C([O-])([O-])=O.[Na+].[Na+].[CH3:25][N:26](C)[CH:27]=O. (4) Given the product [Br:15][C:8]1[CH:7]=[C:6]([C@:2]([NH:1][C:33](=[O:34])[CH2:32][Cl:31])([CH3:5])[CH2:3][OH:4])[CH:11]=[C:10]([N+:12]([O-:14])=[O:13])[CH:9]=1, predict the reactants needed to synthesize it. The reactants are: [NH2:1][C@@:2]([C:6]1[CH:11]=[C:10]([N+:12]([O-:14])=[O:13])[CH:9]=[C:8]([Br:15])[CH:7]=1)([CH3:5])[CH2:3][OH:4].C([O-])([O-])=O.[K+].[K+].CCN(C(C)C)C(C)C.[Cl:31][CH2:32][C:33](Cl)=[O:34].